Task: Predict the product of the given reaction.. Dataset: Forward reaction prediction with 1.9M reactions from USPTO patents (1976-2016) (1) Given the reactants [NH2:1][C:2]1[C:6](C(OC)=O)=[CH:5][NH:4][C:3]=1[C:11]([O:13]C)=O.C(O)(=O)C.[CH:19](N)=[NH:20].C(OCC)(=O)C, predict the reaction product. The product is: [N:1]1[C:2]2[CH:6]=[CH:5][NH:4][C:3]=2[C:11](=[O:13])[NH:20][CH:19]=1. (2) Given the reactants [CH2:1]([C@H:8]1[CH2:13][N:12]([C:14]2[CH:19]=[CH:18][C:17]([O:20][CH3:21])=[C:16]([O:22][CH:23]3[CH2:27][CH2:26][CH2:25][CH2:24]3)[CH:15]=2)[CH2:11][CH2:10][N:9]1[CH2:28][C:29](O)=[O:30])[C:2]1[CH:7]=[CH:6][CH:5]=[CH:4][CH:3]=1.[CH:32]1([N:38]=C=NC2CCCCC2)CCCCC1.C1COCC1.CN, predict the reaction product. The product is: [CH2:1]([C@H:8]1[CH2:13][N:12]([C:14]2[CH:19]=[CH:18][C:17]([O:20][CH3:21])=[C:16]([O:22][CH:23]3[CH2:27][CH2:26][CH2:25][CH2:24]3)[CH:15]=2)[CH2:11][CH2:10][N:9]1[CH2:28][C:29]([NH:38][CH3:32])=[O:30])[C:2]1[CH:3]=[CH:4][CH:5]=[CH:6][CH:7]=1. (3) The product is: [C:1]([C:5]1[CH:9]=[C:8]([NH:10][C:11]([NH:13][C@@H:14]2[C:23]3[C:18](=[CH:19][CH:20]=[CH:21][CH:22]=3)[C@H:17]([O:24][C:25]3[CH:26]=[CH:27][C:28]4[N:29]([C:31]([N:34]5[C@H:35]([CH3:41])[CH2:36][CH2:37][CH2:38][C@@H:39]5[CH3:40])=[N:32][N:33]=4)[CH:30]=3)[CH2:16][CH2:15]2)=[O:12])[N:7]([CH2:42][CH2:43][N:58]2[CH2:63][CH2:62][O:61][CH2:60][CH2:59]2)[N:6]=1)([CH3:2])([CH3:3])[CH3:4]. Given the reactants [C:1]([C:5]1[CH:9]=[C:8]([NH:10][C:11]([NH:13][C@@H:14]2[C:23]3[C:18](=[CH:19][CH:20]=[CH:21][CH:22]=3)[C@H:17]([O:24][C:25]3[CH:26]=[CH:27][C:28]4[N:29]([C:31]([N:34]5[C@H:39]([CH3:40])[CH2:38][CH2:37][CH2:36][C@@H:35]5[CH3:41])=[N:32][N:33]=4)[CH:30]=3)[CH2:16][CH2:15]2)=[O:12])[N:7]([CH2:42][CH2:43]OS(C)(=O)=O)[N:6]=1)([CH3:4])([CH3:3])[CH3:2].CCN(C(C)C)C(C)C.[NH:58]1[CH2:63][CH2:62][O:61][CH2:60][CH2:59]1, predict the reaction product. (4) Given the reactants [C:1]([C:5]1[CH:10]=[CH:9][C:8]([C:11]2[N:12]([C:30](Cl)=[O:31])[CH:13]([C:23]3[CH:28]=[CH:27][C:26]([Cl:29])=[CH:25][CH:24]=3)[CH:14]([C:16]3[CH:21]=[CH:20][C:19]([Cl:22])=[CH:18][CH:17]=3)[N:15]=2)=[C:7]([O:33][CH2:34][CH3:35])[CH:6]=1)([CH3:4])([CH3:3])[CH3:2].[N:36]1([CH2:42][CH2:43][C:44]([OH:46])=[O:45])[CH2:41][CH2:40][NH:39][CH2:38][CH2:37]1, predict the reaction product. The product is: [ClH:22].[C:1]([C:5]1[CH:10]=[CH:9][C:8]([C:11]2[N:12]([C:30]([N:39]3[CH2:38][CH2:37][N:36]([CH2:42][CH2:43][C:44]([OH:46])=[O:45])[CH2:41][CH2:40]3)=[O:31])[C@H:13]([C:23]3[CH:24]=[CH:25][C:26]([Cl:29])=[CH:27][CH:28]=3)[C@H:14]([C:16]3[CH:21]=[CH:20][C:19]([Cl:22])=[CH:18][CH:17]=3)[N:15]=2)=[C:7]([O:33][CH2:34][CH3:35])[CH:6]=1)([CH3:4])([CH3:2])[CH3:3]. (5) Given the reactants [C:1]([C:3]([C:12]#[N:13])=[C:4]([NH:6][C:7](=[O:11])[N:8]([CH3:10])[CH3:9])[SH:5])#[N:2].[OH:14]O, predict the reaction product. The product is: [C:1]([C:3]1[C:12]([OH:14])=[N:13][S:5][C:4]=1[NH:6][C:7](=[O:11])[N:8]([CH3:10])[CH3:9])#[N:2]. (6) The product is: [C:14]([O:13][C:12](=[O:18])[NH:11][C@@H:9]1[CH2:10][C@H:8]1[C:5]1[CH:6]=[CH:7][C:2]([NH:1][C:19]([C:20]2[CH:25]=[CH:24][CH:23]=[CH:22][CH:21]=2)=[O:26])=[CH:3][CH:4]=1)([CH3:15])([CH3:17])[CH3:16]. Given the reactants [NH2:1][C:2]1[CH:7]=[CH:6][C:5]([C@@H:8]2[CH2:10][C@H:9]2[NH:11][C:12](=[O:18])[O:13][C:14]([CH3:17])([CH3:16])[CH3:15])=[CH:4][CH:3]=1.[C:19](Cl)(=[O:26])[C:20]1[CH:25]=[CH:24][CH:23]=[CH:22][CH:21]=1.C(N(CC)CC)C.O, predict the reaction product.